This data is from TCR-epitope binding with 47,182 pairs between 192 epitopes and 23,139 TCRs. The task is: Binary Classification. Given a T-cell receptor sequence (or CDR3 region) and an epitope sequence, predict whether binding occurs between them. (1) The epitope is GTSGSPIINR. The TCR CDR3 sequence is CASSLDPGGYEQYF. Result: 1 (the TCR binds to the epitope). (2) The epitope is DRFYKTLRAEQASQEV. The TCR CDR3 sequence is CASSDSIAGAYNEQFF. Result: 0 (the TCR does not bind to the epitope). (3) The epitope is ILGLPTQTV. The TCR CDR3 sequence is CASSLGGGGLTDTQYF. Result: 0 (the TCR does not bind to the epitope).